From a dataset of Forward reaction prediction with 1.9M reactions from USPTO patents (1976-2016). Predict the product of the given reaction. Given the reactants [CH3:1][C:2]1[C:7]([C:8]2[CH:9]=[N:10][CH:11]=[CH:12][CH:13]=2)=[CH:6][CH:5]=[CH:4][C:3]=1[S:14](Cl)(=[O:16])=[O:15].Cl.[CH3:19][O:20][C:21](=[O:34])[C@@H:22]([NH2:33])[CH2:23][NH:24][C:25]([C:27]1[S:28][C:29]([Cl:32])=[CH:30][CH:31]=1)=[O:26], predict the reaction product. The product is: [CH3:19][O:20][C:21](=[O:34])[C@@H:22]([NH:33][S:14]([C:3]1[CH:4]=[CH:5][CH:6]=[C:7]([C:8]2[CH:9]=[N:10][CH:11]=[CH:12][CH:13]=2)[C:2]=1[CH3:1])(=[O:16])=[O:15])[CH2:23][NH:24][C:25]([C:27]1[S:28][C:29]([Cl:32])=[CH:30][CH:31]=1)=[O:26].